This data is from Catalyst prediction with 721,799 reactions and 888 catalyst types from USPTO. The task is: Predict which catalyst facilitates the given reaction. (1) Reactant: [NH2:1][CH2:2][CH2:3][O:4][CH2:5][CH2:6][O:7][CH2:8][CH2:9][O:10][CH2:11][CH2:12][O:13][CH2:14][CH2:15][O:16][CH2:17][CH2:18][O:19][CH2:20][CH2:21][O:22][CH2:23][CH2:24][O:25][CH2:26][CH2:27][O:28][CH2:29][CH2:30][O:31][CH2:32][CH2:33][O:34][CH2:35][CH2:36][NH:37][C:38]([C:40]([CH2:57][CH2:58][CH2:59][CH2:60][CH2:61][CH2:62][CH2:63][CH2:64][CH2:65][CH2:66][CH3:67])([CH2:44][CH2:45][CH2:46][CH2:47][CH2:48][CH2:49][CH2:50][CH2:51][CH2:52][CH2:53][C:54]([OH:56])=[O:55])[C:41]([OH:43])=[O:42])=[O:39].C1C(=O)N([O:75][C:76]([C@@H:78]([NH:84][C:85]([O:87][CH2:88][C:89]2[CH:94]=[CH:93][CH:92]=[CH:91][CH:90]=2)=[O:86])[CH2:79][CH2:80][C:81]([NH2:83])=[O:82])=O)C(=O)C1.CCN(C(C)C)C(C)C.O. Product: [NH2:83][C:81](=[O:82])[CH2:80][CH2:79][C@@H:78]([C:76](=[O:75])[NH:1][CH2:2][CH2:3][O:4][CH2:5][CH2:6][O:7][CH2:8][CH2:9][O:10][CH2:11][CH2:12][O:13][CH2:14][CH2:15][O:16][CH2:17][CH2:18][O:19][CH2:20][CH2:21][O:22][CH2:23][CH2:24][O:25][CH2:26][CH2:27][O:28][CH2:29][CH2:30][O:31][CH2:32][CH2:33][O:34][CH2:35][CH2:36][NH:37][C:38]([C:40]([CH2:57][CH2:58][CH2:59][CH2:60][CH2:61][CH2:62][CH2:63][CH2:64][CH2:65][CH2:66][CH3:67])([CH2:44][CH2:45][CH2:46][CH2:47][CH2:48][CH2:49][CH2:50][CH2:51][CH2:52][CH2:53][C:54]([OH:56])=[O:55])[C:41]([OH:43])=[O:42])=[O:39])[NH:84][C:85](=[O:86])[O:87][CH2:88][C:89]1[CH:94]=[CH:93][CH:92]=[CH:91][CH:90]=1. The catalyst class is: 577. (2) Reactant: [NH2:1][C:2]1[N:7]=[CH:6][N:5]=[C:4]([NH:8][CH2:9][CH:10]2[CH2:15][CH2:14][N:13](C(OC(C)(C)C)=O)[CH2:12][CH2:11]2)[C:3]=1[C:23]1[CH:28]=[CH:27][C:26]([O:29][C:30]2[CH:35]=[CH:34][CH:33]=[CH:32][CH:31]=2)=[CH:25][CH:24]=1.Cl. Product: [O:29]([C:26]1[CH:27]=[CH:28][C:23]([C:3]2[C:4]([NH:8][CH2:9][CH:10]3[CH2:15][CH2:14][NH:13][CH2:12][CH2:11]3)=[N:5][CH:6]=[N:7][C:2]=2[NH2:1])=[CH:24][CH:25]=1)[C:30]1[CH:35]=[CH:34][CH:33]=[CH:32][CH:31]=1. The catalyst class is: 5.